This data is from Catalyst prediction with 721,799 reactions and 888 catalyst types from USPTO. The task is: Predict which catalyst facilitates the given reaction. (1) Reactant: [S:1]([O:6]C)([O:4][CH3:5])(=[O:3])=[O:2].[CH3:8][S:9][CH3:10].[OH-].[K+].[CH2:13]1COCC1. Product: [CH3:5][O:4][S:1]([O-:6])(=[O:3])=[O:2].[CH3:8][S+:9]([CH3:13])[CH3:10]. The catalyst class is: 16. (2) Reactant: Cl.[CH3:2][O:3][C:4]1[CH:5]=[C:6]2[C:11](=[CH:12][CH:13]=1)[CH:10]=[N:9][CH:8]=[C:7]2[CH2:14][CH2:15][CH2:16][C:17]([O:19]CC)=O.[CH3:22][NH2:23]. Product: [CH3:2][O:3][C:4]1[CH:5]=[C:6]2[C:11](=[CH:12][CH:13]=1)[CH:10]=[N:9][CH:8]=[C:7]2[CH2:14][CH2:15][CH2:16][C:17]([NH:23][CH3:22])=[O:19]. The catalyst class is: 6. (3) Reactant: [OH:1][C:2]1[CH:11]=[CH:10][C:5]([C:6]([O:8][CH3:9])=[O:7])=[CH:4][C:3]=1[O:12][CH3:13].Br[CH:15]([CH3:23])[C:16]([O:18]C(C)(C)C)=[O:17].C(=O)([O-])[O-].[Cs+].[Cs+]. Product: [CH3:13][O:12][C:3]1[CH:4]=[C:5]([C:6]([O:8][CH3:9])=[O:7])[CH:10]=[CH:11][C:2]=1[O:1][CH:15]([CH3:23])[C:16]([OH:18])=[O:17]. The catalyst class is: 3.